Dataset: Forward reaction prediction with 1.9M reactions from USPTO patents (1976-2016). Task: Predict the product of the given reaction. (1) Given the reactants [C:1]12([CH2:11][NH:12][CH2:13][C@H:14]([C:16]3[CH:21]=[CH:20][CH:19]=[CH:18][CH:17]=3)[OH:15])[CH2:10][CH:5]3[CH2:6][CH:7]([CH2:9][CH:3]([CH2:4]3)[CH2:2]1)[CH2:8]2, predict the reaction product. The product is: [CH:16]1([C@H:14]([OH:15])[CH2:13][NH:12][CH2:11][C:1]23[CH2:2][CH:3]4[CH2:9][CH:7]([CH2:6][CH:5]([CH2:4]4)[CH2:10]2)[CH2:8]3)[CH2:17][CH2:18][CH2:19][CH2:20][CH2:21]1. (2) Given the reactants CO[CH:3](OC)[N:4]([CH3:6])[CH3:5].[CH2:9]([O:16][N:17]1[C:23](=[O:24])[N:22]2[CH2:25][C@H:18]1[CH2:19][CH2:20][C@H:21]2[C:26]([NH2:28])=[O:27])[C:10]1[CH:15]=[CH:14][CH:13]=[CH:12][CH:11]=1, predict the reaction product. The product is: [CH2:9]([O:16][N:17]1[C:23](=[O:24])[N:22]2[CH2:25][C@H:18]1[CH2:19][CH2:20][C@H:21]2[C:26](/[N:28]=[CH:3]\[N:4]([CH3:6])[CH3:5])=[O:27])[C:10]1[CH:15]=[CH:14][CH:13]=[CH:12][CH:11]=1. (3) The product is: [ClH:1].[CH2:2]([N:9]([C@H:10]([CH2:12][CH:13]([C:14]1[CH:19]=[CH:18][C:17]([O:20][CH3:21])=[CH:16][CH:15]=1)[C:22]1[CH:23]=[CH:24][C:25]([O:28][CH3:29])=[CH:26][CH:27]=1)[CH3:11])[CH2:39][C@H:38]([OH:40])[CH2:37][O:30][C:31]1[CH:36]=[CH:35][CH:34]=[CH:33][CH:32]=1)[C:3]1[CH:4]=[CH:5][CH:6]=[CH:7][CH:8]=1. Given the reactants [ClH:1].[CH2:2]([NH:9][C@H:10]([CH2:12][CH:13]([C:22]1[CH:27]=[CH:26][C:25]([O:28][CH3:29])=[CH:24][CH:23]=1)[C:14]1[CH:19]=[CH:18][C:17]([O:20][CH3:21])=[CH:16][CH:15]=1)[CH3:11])[C:3]1[CH:8]=[CH:7][CH:6]=[CH:5][CH:4]=1.[O:30]([CH2:37][C@H:38]1[O:40][CH2:39]1)[C:31]1[CH:36]=[CH:35][CH:34]=[CH:33][CH:32]=1, predict the reaction product. (4) Given the reactants [CH2:1]([O:3][C:4]1[CH:5]=[C:6]([NH:12][C:13]2[CH:21]=[CH:20][CH:19]=[C:15]([C:16]([OH:18])=O)[C:14]=2[C:22]([OH:24])=O)[CH:7]=[CH:8][C:9]=1[O:10][CH3:11])[CH3:2].Cl.[NH2:26][CH:27]1[CH2:33][CH2:32][C:31](=[O:34])[NH:30][C:28]1=[O:29], predict the reaction product. The product is: [O:29]=[C:28]1[CH:27]([N:26]2[C:22](=[O:24])[C:14]3[C:15](=[CH:19][CH:20]=[CH:21][C:13]=3[NH:12][C:6]3[CH:7]=[CH:8][C:9]([O:10][CH3:11])=[C:4]([O:3][CH2:1][CH3:2])[CH:5]=3)[C:16]2=[O:18])[CH2:33][CH2:32][C:31](=[O:34])[NH:30]1. (5) The product is: [CH2:17]([O:24][C:25]1[CH:30]=[CH:29][C:28]([N:2]([CH3:1])[C:3]2[CH:8]=[CH:7][CH:6]=[C:5]([CH2:9][N:10]3[CH2:11][CH2:12][N:13]([CH3:16])[CH2:14][CH2:15]3)[CH:4]=2)=[CH:27][CH:26]=1)[C:18]1[CH:23]=[CH:22][CH:21]=[CH:20][CH:19]=1. Given the reactants [CH3:1][NH:2][C:3]1[CH:8]=[CH:7][CH:6]=[C:5]([CH2:9][N:10]2[CH2:15][CH2:14][N:13]([CH3:16])[CH2:12][CH2:11]2)[CH:4]=1.[CH2:17]([O:24][C:25]1[CH:30]=[CH:29][C:28](Br)=[CH:27][CH:26]=1)[C:18]1[CH:23]=[CH:22][CH:21]=[CH:20][CH:19]=1.CC([O-])(C)C.[K+], predict the reaction product.